Dataset: Full USPTO retrosynthesis dataset with 1.9M reactions from patents (1976-2016). Task: Predict the reactants needed to synthesize the given product. (1) Given the product [NH2:1][C:2]([C:4]1[O:8][N:7]=[C:6]([N:9]2[CH2:14][CH2:13][N:12]([C:15]([O:17][CH2:18][C:19]3[CH:24]=[CH:23][CH:22]=[CH:21][CH:20]=3)=[O:16])[CH2:11][CH2:10]2)[CH:5]=1)=[O:3], predict the reactants needed to synthesize it. The reactants are: [NH2:1][C:2]([CH:4]1[O:8][N:7]=[C:6]([N:9]2[CH2:14][CH2:13][N:12]([C:15]([O:17][CH2:18][C:19]3[CH:24]=[CH:23][CH:22]=[CH:21][CH:20]=3)=[O:16])[CH2:11][CH2:10]2)[CH2:5]1)=[O:3].C([O-])(=O)C.[Na+].II. (2) Given the product [ClH:43].[ClH:43].[C:1]([NH:4][C:5]1[CH:10]=[CH:9][C:8]([C:11]2[C:16]([C:17]#[N:18])=[C:15]([NH2:19])[N:14]=[C:13]([S:20][CH2:21][C:22]3[N:27]=[C:26]([CH2:28][CH2:29][C:30]([N:72]4[CH2:71][CH2:70][N:69]([CH2:68][CH:65]5[CH2:64][CH2:63][N:62]([C:60]([O:59][C:55]([CH3:58])([CH3:56])[CH3:57])=[O:61])[CH2:67][CH2:66]5)[CH2:74][CH2:73]4)=[O:31])[CH:25]=[CH:24][CH:23]=3)[N:12]=2)=[CH:7][CH:6]=1)(=[O:3])[CH3:2], predict the reactants needed to synthesize it. The reactants are: [C:1]([NH:4][C:5]1[CH:10]=[CH:9][C:8]([C:11]2[C:16]([C:17]#[N:18])=[C:15]([NH2:19])[N:14]=[C:13]([S:20][CH2:21][C:22]3[N:27]=[C:26]([CH2:28][CH2:29][C:30](O)=[O:31])[CH:25]=[CH:24][CH:23]=3)[N:12]=2)=[CH:7][CH:6]=1)(=[O:3])[CH3:2].ON1C2C=CC=CC=2N=N1.[ClH:43].C(N=C=NCCCN(C)C)C.[C:55]([O:59][C:60]([N:62]1[CH2:67][CH2:66][CH:65]([CH2:68][N:69]2[CH2:74][CH2:73][NH:72][CH2:71][CH2:70]2)[CH2:64][CH2:63]1)=[O:61])([CH3:58])([CH3:57])[CH3:56]. (3) Given the product [N+:15]([C:12]1[CH:11]=[N:10][C:9]([N:1]2[CH2:6][CH2:5][CH2:4][CH:3]([OH:7])[CH2:2]2)=[N:14][CH:13]=1)([O-:17])=[O:16], predict the reactants needed to synthesize it. The reactants are: [NH:1]1[CH2:6][CH2:5][CH2:4][CH:3]([OH:7])[CH2:2]1.Cl[C:9]1[N:14]=[CH:13][C:12]([N+:15]([O-:17])=[O:16])=[CH:11][N:10]=1.C([O-])([O-])=O.[K+].[K+]. (4) Given the product [CH2:1]([S:3][C:4]1[CH:9]=[CH:8][CH:7]=[CH:6][C:5]=1[C:10]1[N:19]([CH3:20])[C:13]2=[N:14][CH:15]=[C:16]([SH:30])[CH:17]=[C:12]2[N:11]=1)[CH3:2], predict the reactants needed to synthesize it. The reactants are: [CH2:1]([S:3][C:4]1[CH:9]=[CH:8][CH:7]=[CH:6][C:5]=1[C:10]1[N:19]([CH3:20])[C:13]2=[N:14][CH:15]=[C:16](I)[CH:17]=[C:12]2[N:11]=1)[CH3:2].O.O.O.O.O.O.O.O.O.[S-2:30].[Na+].[Na+].O.[Cl-].[NH4+]. (5) Given the product [CH2:1]([C:5]1[CH:6]=[CH:7][C:8]([C:11]#[C:12][C:13]2[CH:39]=[CH:38][C:16]([CH2:17][N:18]([CH2:32][CH2:33][CH2:34][CH2:35][CH2:36][CH3:37])[C:19]3[CH:20]=[CH:21][C:22]([C:27]([OH:28])=[O:26])=[C:23]([OH:24])[CH:31]=3)=[CH:15][CH:14]=2)=[CH:9][CH:10]=1)[CH2:2][CH2:3][CH3:4], predict the reactants needed to synthesize it. The reactants are: [CH2:1]([C:5]1[CH:10]=[CH:9][C:8]([C:11]#[C:12][C:13]2[CH:39]=[CH:38][C:16]([CH2:17][N:18]([CH2:32][CH2:33][CH2:34][CH2:35][CH2:36][CH3:37])[C:19]3[CH:20]=[CH:21][C:22]4[C:27](=[O:28])[O:26]C(C)(C)[O:24][C:23]=4[CH:31]=3)=[CH:15][CH:14]=2)=[CH:7][CH:6]=1)[CH2:2][CH2:3][CH3:4].O.[OH-].[Li+]. (6) Given the product [Br:1][C:2]1[C:7]([NH:23][CH2:22][CH:19]2[CH2:21][CH2:20]2)=[N:6][C:5]([N:9]2[C:17]3[C:12](=[CH:13][CH:14]=[CH:15][CH:16]=3)[CH:11]=[N:10]2)=[N:4][C:3]=1[NH2:18], predict the reactants needed to synthesize it. The reactants are: [Br:1][C:2]1[C:3]([NH2:18])=[N:4][C:5]([N:9]2[C:17]3[C:12](=[CH:13][CH:14]=[CH:15][CH:16]=3)[CH:11]=[N:10]2)=[N:6][C:7]=1Cl.[CH:19]1([CH2:22][NH2:23])[CH2:21][CH2:20]1.O. (7) Given the product [CH3:34][O:33][C:17]1[C:16]([CH3:35])=[C:15]2[C:20]([C:21]([O:23][CH2:24][C:25]3[CH:26]=[CH:27][C:28]([O:31][CH3:32])=[CH:29][CH:30]=3)=[CH:22][C:13]([N:5]3[CH:6]=[CH:7][C:3]([C:2]([F:9])([F:8])[F:1])=[N:4]3)=[N:14]2)=[CH:19][CH:18]=1, predict the reactants needed to synthesize it. The reactants are: [F:1][C:2]([F:9])([F:8])[C:3]1[CH:7]=[CH:6][NH:5][N:4]=1.[H-].[Na+].Cl[C:13]1[CH:22]=[C:21]([O:23][CH2:24][C:25]2[CH:30]=[CH:29][C:28]([O:31][CH3:32])=[CH:27][CH:26]=2)[C:20]2[C:15](=[C:16]([CH3:35])[C:17]([O:33][CH3:34])=[CH:18][CH:19]=2)[N:14]=1.CCOC(C)=O.